Task: Regression. Given a peptide amino acid sequence and an MHC pseudo amino acid sequence, predict their binding affinity value. This is MHC class II binding data.. Dataset: Peptide-MHC class II binding affinity with 134,281 pairs from IEDB (1) The peptide sequence is PMMCPFLFLAVLQNL. The MHC is DRB1_0101 with pseudo-sequence DRB1_0101. The binding affinity (normalized) is 0.831. (2) The peptide sequence is LLNNQFGTMPSLTLA. The MHC is DRB1_0901 with pseudo-sequence DRB1_0901. The binding affinity (normalized) is 1.00. (3) The peptide sequence is TMKNKAWMVHRQWFF. The MHC is DRB5_0101 with pseudo-sequence DRB5_0101. The binding affinity (normalized) is 0.337. (4) The peptide sequence is LIKCDERGKMIPSDLERRIL. The MHC is DRB1_0401 with pseudo-sequence DRB1_0401. The binding affinity (normalized) is 0. (5) The MHC is HLA-DPA10201-DPB10501 with pseudo-sequence HLA-DPA10201-DPB10501. The binding affinity (normalized) is 0.341. The peptide sequence is LGGLWKTVSPRLSPI. (6) The peptide sequence is EVYEARLTKFKYLAG. The MHC is DRB1_0401 with pseudo-sequence DRB1_0401. The binding affinity (normalized) is 0.433.